This data is from M1 muscarinic receptor agonist screen with 61,833 compounds. The task is: Binary Classification. Given a drug SMILES string, predict its activity (active/inactive) in a high-throughput screening assay against a specified biological target. (1) The drug is O(c1ccc(NC(=O)C)cc1)c1nc(cc(n1)C)C. The result is 0 (inactive). (2) The drug is o1c(/C=C2/CCC\C2=N/O)ccc1. The result is 0 (inactive).